From a dataset of Reaction yield outcomes from USPTO patents with 853,638 reactions. Predict the reaction yield, written as a fraction of the theoretical maximum amount of product (1.0 means a 100% yield; for example, 0.34 means a 34% yield). (1) The reactants are [CH3:1][O:2][CH2:3][CH2:4][NH:5][C:6]1[CH:11]=[CH:10][C:9]([N+:12]([O-])=O)=[CH:8][N:7]=1. The catalyst is C(OCC)(=O)C.[Pd]. The product is [CH3:1][O:2][CH2:3][CH2:4][NH:5][C:6]1[CH:11]=[CH:10][C:9]([NH2:12])=[CH:8][N:7]=1. The yield is 0.870. (2) The reactants are Br[C:2]1[CH:7]=[CH:6][C:5]([F:8])=[C:4]([F:9])[CH:3]=1.[Li]CCCC.[B:15](OC(C)C)([O:20]C(C)C)[O:16]C(C)C. The catalyst is C1COCC1. The product is [F:9][C:4]1[CH:3]=[C:2]([B:15]([OH:20])[OH:16])[CH:7]=[CH:6][C:5]=1[F:8]. The yield is 0.200. (3) The reactants are [C:1]1([CH2:7][N:8]([C@@H:16]([CH2:25][C:26]2[CH:31]=[CH:30][CH:29]=[CH:28][CH:27]=2)[C@H:17]([OH:24])[CH2:18][NH:19][CH2:20][CH:21]([CH3:23])[CH3:22])[CH2:9][C:10]2[CH:15]=[CH:14][CH:13]=[CH:12][CH:11]=2)[CH:6]=[CH:5][CH:4]=[CH:3][CH:2]=1.C(O)(=O)C(O)=O.C(=O)([O-])[O-].[K+].[K+].[O:44]1[C:48]2[CH:49]=[CH:50][C:51]([S:53](Cl)(=[O:55])=[O:54])=[CH:52][C:47]=2[O:46][CH2:45]1. The catalyst is O.O1CCOCC1.C(OCC)(=O)C. The product is [O:44]1[C:48]2[CH:49]=[CH:50][C:51]([S:53]([N:19]([CH2:18][C@@H:17]([OH:24])[C@@H:16]([N:8]([CH2:9][C:10]3[CH:15]=[CH:14][CH:13]=[CH:12][CH:11]=3)[CH2:7][C:1]3[CH:2]=[CH:3][CH:4]=[CH:5][CH:6]=3)[CH2:25][C:26]3[CH:31]=[CH:30][CH:29]=[CH:28][CH:27]=3)[CH2:20][CH:21]([CH3:23])[CH3:22])(=[O:54])=[O:55])=[CH:52][C:47]=2[O:46][CH2:45]1. The yield is 1.05. (4) The reactants are [CH2:1]([O:3][C:4]([N:6]1[C:15]2[C:10](=[CH:11][C:12]([C:16]([F:19])([F:18])[F:17])=[CH:13][CH:14]=2)[C@H:9]([NH:20]C(OCC2C=CC=CC=2)=O)[CH2:8][C@@H:7]1[CH2:31][CH3:32])=[O:5])[CH3:2].C([O-])=O.[NH4+]. The catalyst is [Pd].CO. The product is [CH2:1]([O:3][C:4]([N:6]1[C:15]2[C:10](=[CH:11][C:12]([C:16]([F:17])([F:18])[F:19])=[CH:13][CH:14]=2)[C@H:9]([NH2:20])[CH2:8][C@@H:7]1[CH2:31][CH3:32])=[O:5])[CH3:2]. The yield is 0.930. (5) The reactants are [O:1]1[C:6]2[CH:7]=[CH:8][C:9]([C:11]3[C:12]([C:18](=[CH2:23])[C:19]([O:21][CH3:22])=[O:20])=[C:13]([CH3:17])[S:14][C:15]=3[CH3:16])=[CH:10][C:5]=2[CH2:4][CH2:3][CH2:2]1.[C:24]([Li])([CH3:27])([CH3:26])[CH3:25].CCCCC. The catalyst is O1CCCC1. The product is [O:1]1[C:6]2[CH:7]=[CH:8][C:9]([C:11]3[C:12]([CH:18]([CH2:23][C:24]([CH3:27])([CH3:26])[CH3:25])[C:19]([O:21][CH3:22])=[O:20])=[C:13]([CH3:17])[S:14][C:15]=3[CH3:16])=[CH:10][C:5]=2[CH2:4][CH2:3][CH2:2]1. The yield is 0.760.